This data is from Reaction yield outcomes from USPTO patents with 853,638 reactions. The task is: Predict the reaction yield, written as a fraction of the theoretical maximum amount of product (1.0 means a 100% yield; for example, 0.34 means a 34% yield). (1) The reactants are [Cl:1][C:2]1[CH:3]=[C:4]2[C:9](=[CH:10][CH:11]=1)[NH:8][C:7](=[O:12])[CH2:6][CH2:5]2.[H-].[Na+].Br[CH2:16][CH2:17][CH2:18]Cl.[CH2:20]([CH:24]1[CH2:29][CH2:28][NH:27][CH2:26][CH2:25]1)[CH2:21][CH2:22][CH3:23].C([O-])([O-])=O.[K+].[K+]. The catalyst is CN(C=O)C. The product is [CH2:20]([CH:24]1[CH2:29][CH2:28][N:27]([CH2:16][CH2:17][CH2:18][N:8]2[C:9]3[C:4](=[CH:3][C:2]([Cl:1])=[CH:11][CH:10]=3)[CH2:5][CH2:6][C:7]2=[O:12])[CH2:26][CH2:25]1)[CH2:21][CH2:22][CH3:23]. The yield is 0.240. (2) The reactants are [Cl:1][C:2]1[CH:26]=[CH:25][C:5]([CH2:6][C:7]2[S:11][C:10]([C:12]#[N:13])=[CH:9][C:8]=2[C:14]2[C:23]3[C:18](=[CH:19][CH:20]=[CH:21][CH:22]=3)[C:17]([CH3:24])=[CH:16][CH:15]=2)=[CH:4][CH:3]=1.[N-:27]=[N+:28]=[N-:29].[Na+]. The catalyst is [Br-].[Zn+2].[Br-]. The product is [Cl:1][C:2]1[CH:26]=[CH:25][C:5]([CH2:6][C:7]2[S:11][C:10]([C:12]3[NH:29][N:28]=[N:27][N:13]=3)=[CH:9][C:8]=2[C:14]2[C:23]3[C:18](=[CH:19][CH:20]=[CH:21][CH:22]=3)[C:17]([CH3:24])=[CH:16][CH:15]=2)=[CH:4][CH:3]=1. The yield is 0.850. (3) The reactants are C[O:2][C:3](=[O:25])[C:4]1[CH:9]=[CH:8][C:7]([O:10][CH2:11][C:12]2[C:13]([C:18]3[CH:23]=[CH:22][CH:21]=[C:20]([Cl:24])[CH:19]=3)=[N:14][O:15][C:16]=2[CH3:17])=[N:6][CH:5]=1.COC(=O)C1C=CC(OCC2C(C3C=CC=C(F)C=3)=NOC=2C)=NC=1. No catalyst specified. The product is [Cl:24][C:20]1[CH:19]=[C:18]([C:13]2[C:12]([CH2:11][O:10][C:7]3[CH:8]=[CH:9][C:4]([C:3]([OH:25])=[O:2])=[CH:5][N:6]=3)=[C:16]([CH3:17])[O:15][N:14]=2)[CH:23]=[CH:22][CH:21]=1. The yield is 0.840. (4) The reactants are Cl[C:2]1[N:7]=[C:6]([N:8]2[CH2:13][CH2:12][O:11][CH2:10][CH2:9]2)[C:5]([O:14][CH3:15])=[N:4][CH:3]=1.[CH3:16][C:17]1[N:22]=[CH:21][C:20]([NH2:23])=[CH:19][C:18]=1B1OC(C)(C)C(C)(C)O1.C(=O)([O-])[O-].[Na+].[Na+]. The catalyst is COCCOC.C(Cl)Cl.C1C=CC(P(C2C=CC=CC=2)[C-]2C=CC=C2)=CC=1.C1C=CC(P(C2C=CC=CC=2)[C-]2C=CC=C2)=CC=1.Cl[Pd]Cl.[Fe+2]. The product is [CH3:15][O:14][C:5]1[N:4]=[CH:3][C:2]([C:18]2[CH:19]=[C:20]([NH2:23])[CH:21]=[N:22][C:17]=2[CH3:16])=[N:7][C:6]=1[N:8]1[CH2:13][CH2:12][O:11][CH2:10][CH2:9]1. The yield is 0.447.